This data is from Forward reaction prediction with 1.9M reactions from USPTO patents (1976-2016). The task is: Predict the product of the given reaction. (1) Given the reactants [CH3:1][C:2]1[CH:7]=[C:6]([C:8]2[CH:13]=[CH:12][N:11]([CH2:14][CH2:15][CH2:16][CH2:17][N:18]3[CH2:23][C@H:22]4[C@:20]([C:24]5[CH:29]=[CH:28][C:27]([C:30]([F:33])([F:32])[F:31])=[CH:26][CH:25]=5)([CH2:21]4)[CH2:19]3)[C:10](=[O:34])[N:9]=2)[CH:5]=[CH:4][N:3]=1.[ClH:35].O1CCOCC1, predict the reaction product. The product is: [ClH:35].[CH3:1][C:2]1[CH:7]=[C:6]([C:8]2[CH:13]=[CH:12][N:11]([CH2:14][CH2:15][CH2:16][CH2:17][N:18]3[CH2:23][C@H:22]4[C@:20]([C:24]5[CH:25]=[CH:26][C:27]([C:30]([F:31])([F:32])[F:33])=[CH:28][CH:29]=5)([CH2:21]4)[CH2:19]3)[C:10](=[O:34])[N:9]=2)[CH:5]=[CH:4][N:3]=1. (2) Given the reactants C([O:8][C:9](=[O:59])[C@@H:10]([NH:14][C:15](=[O:58])[C@@H:16]([NH:21][C:22](=[O:57])[CH2:23][CH2:24][C@H:25]([OH:56])[C@@H:26]([NH:34][C:35](=[O:55])[C@@H:36]([NH:40][C:41](=[O:54])[C@@H:42]([NH:47][C:48](=[O:53])[CH2:49][CH:50]([CH3:52])[CH3:51])[CH2:43][CH:44]([CH3:46])[CH3:45])[CH:37]([CH3:39])[CH3:38])[CH2:27][C:28]1[CH:33]=[CH:32][CH:31]=[CH:30][CH:29]=1)[C@@H:17]([CH3:20])[CH2:18][CH3:19])[CH:11]([CH3:13])[CH3:12])C1C=CC=CC=1, predict the reaction product. The product is: [OH:56][C@H:25]([C@@H:26]([NH:34][C:35](=[O:55])[C@@H:36]([NH:40][C:41](=[O:54])[C@@H:42]([NH:47][C:48](=[O:53])[CH2:49][CH:50]([CH3:52])[CH3:51])[CH2:43][CH:44]([CH3:45])[CH3:46])[CH:37]([CH3:38])[CH3:39])[CH2:27][C:28]1[CH:33]=[CH:32][CH:31]=[CH:30][CH:29]=1)[CH2:24][CH2:23][C:22]([NH:21][C@@H:16]([C@@H:17]([CH3:20])[CH2:18][CH3:19])[C:15]([NH:14][C@@H:10]([CH:11]([CH3:13])[CH3:12])[C:9]([OH:59])=[O:8])=[O:58])=[O:57].